This data is from Reaction yield outcomes from USPTO patents with 853,638 reactions. The task is: Predict the reaction yield, written as a fraction of the theoretical maximum amount of product (1.0 means a 100% yield; for example, 0.34 means a 34% yield). (1) The reactants are [CH3:1][C:2]1[CH:12]=[C:11]([CH:13]=[CH2:14])[CH:10]=[CH:9][C:3]=1[C:4]([O:6][CH2:7][CH3:8])=[O:5].Br[CH:16]([C:21]1[CH:26]=[C:25]([Cl:27])[CH:24]=[C:23]([Cl:28])[CH:22]=1)[C:17]([F:20])([F:19])[F:18].N1C=CC=CC=1C1C=CC=CN=1. The catalyst is ClC1C=CC=CC=1Cl.[Cu]Cl. The product is [Cl:27][C:25]1[CH:26]=[C:21]([CH:16]([C:17]([F:20])([F:18])[F:19])/[CH:14]=[CH:13]/[C:11]2[CH:10]=[CH:9][C:3]([C:4]([O:6][CH2:7][CH3:8])=[O:5])=[C:2]([CH3:1])[CH:12]=2)[CH:22]=[C:23]([Cl:28])[CH:24]=1. The yield is 0.400. (2) The product is [CH3:24][O:23][C:20]1[CH:21]=[C:22]2[C:17](=[CH:18][C:19]=1[O:25][CH3:26])[N:16]=[CH:15][CH:14]=[C:13]2[S:11][C:5]1[CH:4]=[CH:3][C:2]([F:1])=[CH:10][C:6]=1[C:7]([OH:9])=[O:8]. The reactants are [F:1][C:2]1[CH:3]=[CH:4][C:5]([SH:11])=[C:6]([CH:10]=1)[C:7]([OH:9])=[O:8].Cl[C:13]1[C:22]2[C:17](=[CH:18][C:19]([O:25][CH3:26])=[C:20]([O:23][CH3:24])[CH:21]=2)[N:16]=[CH:15][CH:14]=1. The catalyst is C(#N)C. The yield is 0.310. (3) The reactants are [CH2:1]([O:3][C:4]1[C:5]([O:19][CH2:20][C:21]2[CH:26]=[CH:25][C:24]([O:27][CH3:28])=[CH:23][CH:22]=2)=[N:6][CH:7]=[C:8](B2OC(C)(C)C(C)(C)O2)[CH:9]=1)[CH3:2].[C:29]([C:32]1[N:37]=[CH:36][C:35]([NH:38][C:39](=[O:49])[CH2:40][C:41]2[CH:46]=[CH:45][C:44](Br)=[CH:43][C:42]=2[F:48])=[CH:34][C:33]=1[C:50]([F:53])([F:52])[F:51])(=[O:31])[CH3:30].C([O-])([O-])=O.[Cs+].[Cs+]. The yield is 0.387. The product is [C:29]([C:32]1[N:37]=[CH:36][C:35]([NH:38][C:39](=[O:49])[CH2:40][C:41]2[CH:46]=[CH:45][C:44]([C:8]3[CH:7]=[N:6][C:5]([O:19][CH2:20][C:21]4[CH:22]=[CH:23][C:24]([O:27][CH3:28])=[CH:25][CH:26]=4)=[C:4]([O:3][CH2:1][CH3:2])[CH:9]=3)=[CH:43][C:42]=2[F:48])=[CH:34][C:33]=1[C:50]([F:51])([F:53])[F:52])(=[O:31])[CH3:30]. The catalyst is O1CCOCC1.O.C1C=CC(P(C2C=CC=CC=2)[C-]2C=CC=C2)=CC=1.C1C=CC(P(C2C=CC=CC=2)[C-]2C=CC=C2)=CC=1.Cl[Pd]Cl.[Fe+2]. (4) The reactants are [O:1]1[CH:5]=[CH:4][CH:3]=[C:2]1[C:6]1[N:7]=[C:8]([NH:17][C:18]([C:20]2[CH:25]=[CH:24][N:23]=[CH:22][CH:21]=2)=[O:19])[S:9][C:10]=1[C:11](=[O:16])N(OC)C.[CH2:26]([Mg]Br)[CH3:27].[Cl-].[NH4+]. The catalyst is C1COCC1. The product is [O:1]1[CH:5]=[CH:4][CH:3]=[C:2]1[C:6]1[N:7]=[C:8]([NH:17][C:18]([C:20]2[CH:21]=[CH:22][N:23]=[CH:24][CH:25]=2)=[O:19])[S:9][C:10]=1[C:11](=[O:16])[CH2:26][CH3:27]. The yield is 0.150. (5) The reactants are [Cl:1][C:2]1[N:7]=[CH:6][C:5]([O:8][CH2:9][CH:10]2[CH2:15][CH2:14][N:13](C(OC(C)(C)C)=O)[CH2:12][CH2:11]2)=[CH:4][N:3]=1.Cl.O1CCOCC1. The catalyst is C(Cl)Cl. The product is [ClH:1].[Cl:1][C:2]1[N:7]=[CH:6][C:5]([O:8][CH2:9][CH:10]2[CH2:15][CH2:14][NH:13][CH2:12][CH2:11]2)=[CH:4][N:3]=1. The yield is 0.880. (6) The reactants are [CH3:1][C:2]1[O:6][C:5]([C:7]2[CH:12]=[CH:11][CH:10]=[CH:9][CH:8]=2)=[N:4][C:3]=1[CH2:13][O:14][C:15]1[CH:16]=[C:17]([CH2:21][O:22][C:23]2[CH:28]=[CH:27][C:26]([CH2:29][C:30]([O:32]C)=[O:31])=[CH:25][CH:24]=2)[CH:18]=[N:19][CH:20]=1.O1CCCC1.[OH-].[Na+].Cl. The catalyst is CO. The product is [CH3:1][C:2]1[O:6][C:5]([C:7]2[CH:8]=[CH:9][CH:10]=[CH:11][CH:12]=2)=[N:4][C:3]=1[CH2:13][O:14][C:15]1[CH:16]=[C:17]([CH2:21][O:22][C:23]2[CH:24]=[CH:25][C:26]([CH2:29][C:30]([OH:32])=[O:31])=[CH:27][CH:28]=2)[CH:18]=[N:19][CH:20]=1. The yield is 0.940. (7) The reactants are [NH2:1][C:2]1[N:6]=[CH:5][N:4]([C:7]2[CH:14]=[CH:13][C:12](/[CH:15]=[CH:16]/[CH:17]([C:22]3[CH:27]=[C:26]([Cl:28])[C:25]([Cl:29])=[C:24]([Cl:30])[CH:23]=3)[C:18]([F:21])([F:20])[F:19])=[CH:11][C:8]=2[C:9]#[N:10])[N:3]=1.C(N(CC)CC)C.[CH:38]1([C:41](Cl)=[O:42])[CH2:40][CH2:39]1. The catalyst is C(Cl)Cl. The product is [C:9]([C:8]1[CH:11]=[C:12](/[CH:15]=[CH:16]/[CH:17]([C:22]2[CH:23]=[C:24]([Cl:30])[C:25]([Cl:29])=[C:26]([Cl:28])[CH:27]=2)[C:18]([F:19])([F:20])[F:21])[CH:13]=[CH:14][C:7]=1[N:4]1[CH:5]=[N:6][C:2]([NH:1][C:41]([CH:38]2[CH2:40][CH2:39]2)=[O:42])=[N:3]1)#[N:10]. The yield is 0.340. (8) The reactants are O[C:2]1([C:14]2[CH:19]=[CH:18][C:17]([OH:20])=[CH:16][CH:15]=2)[CH2:6][CH2:5][CH2:4][CH:3]1[NH:7][S:8]([CH:11]([CH3:13])[CH3:12])(=[O:10])=[O:9].CCN(S(F)(F)F)CC. The catalyst is C(Cl)Cl. The product is [OH:20][C:17]1[CH:16]=[CH:15][C:14]([C:2]2[CH:3]([NH:7][S:8]([CH:11]([CH3:13])[CH3:12])(=[O:10])=[O:9])[CH2:4][CH2:5][CH:6]=2)=[CH:19][CH:18]=1. The yield is 0.290.